Dataset: Choline transporter screen with 302,306 compounds. Task: Binary Classification. Given a drug SMILES string, predict its activity (active/inactive) in a high-throughput screening assay against a specified biological target. (1) The compound is O(c1cc(P(OCC)(O)=O)ccc1)CCOCCOc1cc(P(OCC)(O)=O)ccc1. The result is 0 (inactive). (2) The drug is Clc1ccc(CSCC(=O)NCC2OCCC2)cc1. The result is 0 (inactive). (3) The drug is o1c(C(=O)Nc2n3c(nc2c2ccccc2)cc(cc3)C)ccc1. The result is 0 (inactive). (4) The drug is s1c(/C=N\NC(=O)CC2C(=NNC2=O)C)ccc1. The result is 0 (inactive). (5) The molecule is Clc1ccc(CCN2CC(CCC2=O)C(=O)NCCCc2ccccc2)cc1. The result is 0 (inactive). (6) The compound is s1c2cc(NC3=NCCCCC3)ccc2nc1C. The result is 0 (inactive).